From a dataset of Catalyst prediction with 721,799 reactions and 888 catalyst types from USPTO. Predict which catalyst facilitates the given reaction. (1) Reactant: [C:1]([NH:8][C:9]1[CH:14]=[CH:13][CH:12]=[C:11]([NH2:15])[CH:10]=1)([O:3][C:4]([CH3:7])([CH3:6])[CH3:5])=[O:2].Cl[C:17]1[C:22]([C:23]([O:25][CH2:26][CH3:27])=[O:24])=[CH:21][N:20]=[C:19]([S:28][CH3:29])[N:18]=1.C([O-])([O-])=O.[K+].[K+]. Product: [C:4]([O:3][C:1]([NH:8][C:9]1[CH:10]=[C:11]([NH:15][C:21]2[C:22]([C:23]([O:25][CH2:26][CH3:27])=[O:24])=[CH:17][N:18]=[C:19]([S:28][CH3:29])[N:20]=2)[CH:12]=[CH:13][CH:14]=1)=[O:2])([CH3:7])([CH3:6])[CH3:5]. The catalyst class is: 3. (2) Reactant: CS(C)=O.C(Cl)(=O)C(Cl)=O.[OH:11][CH2:12][C:13]1([CH2:28][O:29][CH3:30])[CH2:18][CH2:17][N:16]([CH2:19][C:20]2([C:24]([O:26][CH3:27])=[O:25])[CH2:23][CH2:22][CH2:21]2)[CH2:15][CH2:14]1.C(N(CC)C(C)C)(C)C. Product: [CH:12]([C:13]1([CH2:28][O:29][CH3:30])[CH2:18][CH2:17][N:16]([CH2:19][C:20]2([C:24]([O:26][CH3:27])=[O:25])[CH2:23][CH2:22][CH2:21]2)[CH2:15][CH2:14]1)=[O:11]. The catalyst class is: 34.